This data is from Full USPTO retrosynthesis dataset with 1.9M reactions from patents (1976-2016). The task is: Predict the reactants needed to synthesize the given product. (1) Given the product [NH2:14][CH2:15][C:16]1[CH:24]=[CH:23][C:19]([C:20]([NH:4][CH2:3][C:2]([F:6])([F:5])[F:1])=[O:21])=[CH:18][CH:17]=1, predict the reactants needed to synthesize it. The reactants are: [F:1][C:2]([F:6])([F:5])[CH2:3][NH2:4].C(OC([NH:14][CH2:15][C:16]1[CH:24]=[CH:23][C:19]([C:20](O)=[O:21])=[CH:18][CH:17]=1)=O)(C)(C)C. (2) Given the product [Br:18][C:19]1[CH:20]=[CH:21][C:22]([Cl:27])=[C:23]([CH:24]([C:10]2[CH:9]=[N:8][N:7]([C:1]3[CH:6]=[CH:5][CH:4]=[CH:3][CH:2]=3)[CH:11]=2)[OH:25])[CH:26]=1, predict the reactants needed to synthesize it. The reactants are: [C:1]1([N:7]2[CH:11]=[C:10](Br)[CH:9]=[N:8]2)[CH:6]=[CH:5][CH:4]=[CH:3][CH:2]=1.C([Li])CCC.[Br:18][C:19]1[CH:20]=[CH:21][C:22]([Cl:27])=[C:23]([CH:26]=1)[CH:24]=[O:25].[Cl-].[NH4+]. (3) Given the product [C:46]([NH:45][S:42]([C:40]1[CH:39]=[CH:38][C:37]2[C:33]([NH:32][CH2:31][CH2:30][CH2:29][NH:28][C:6](=[O:8])[C:5]3[CH:4]=[CH:3][C:2]([I:1])=[CH:10][CH:9]=3)=[N:34][S:35][C:36]=2[CH:41]=1)(=[O:44])=[O:43])([CH3:49])([CH3:47])[CH3:48], predict the reactants needed to synthesize it. The reactants are: [I:1][C:2]1[CH:10]=[CH:9][C:5]([C:6]([OH:8])=O)=[CH:4][CH:3]=1.C(P(=O)(OCC)OCC)#N.CN1CCOCC1.[NH2:28][CH2:29][CH2:30][CH2:31][NH:32][C:33]1[C:37]2[CH:38]=[CH:39][C:40]([S:42]([NH:45][C:46]([CH3:49])([CH3:48])[CH3:47])(=[O:44])=[O:43])=[CH:41][C:36]=2[S:35][N:34]=1. (4) Given the product [F:17][C:14]1[CH:15]=[C:16]2[C:11]([C:10]([C:18](=[O:35])[CH:19]([NH:26][C:27]3[CH:32]=[CH:31][CH:30]=[C:29]([O:33][CH3:34])[CH:28]=3)[C:20]3[CH:21]=[CH:22][CH:23]=[CH:24][CH:25]=3)=[CH:9][N:8]2[CH2:7][CH2:6][OH:5])=[CH:12][CH:13]=1, predict the reactants needed to synthesize it. The reactants are: C([O:5][CH2:6][CH2:7][N:8]1[C:16]2[C:11](=[CH:12][CH:13]=[C:14]([F:17])[CH:15]=2)[C:10]([C:18](=[O:35])[CH:19]([NH:26][C:27]2[CH:32]=[CH:31][CH:30]=[C:29]([O:33][CH3:34])[CH:28]=2)[C:20]2[CH:25]=[CH:24][CH:23]=[CH:22][CH:21]=2)=[CH:9]1)(C)(C)C.O1CCOCC1.C(=O)([O-])[O-].[K+].[K+]. (5) Given the product [Cl:18][C:19]1[CH:20]=[C:21]([S:26][C:2]2[NH:6][C:5]([CH3:7])=[C:4]([C:8]([O:10][CH2:11][CH3:12])=[O:9])[C:3]=2[CH:13]([CH3:15])[CH3:14])[CH:22]=[C:23]([Cl:25])[CH:24]=1, predict the reactants needed to synthesize it. The reactants are: I[C:2]1[NH:6][C:5]([CH3:7])=[C:4]([C:8]([O:10][CH2:11][CH3:12])=[O:9])[C:3]=1[CH:13]([CH3:15])[CH3:14].[H-].[Li+].[Cl:18][C:19]1[CH:20]=[C:21]([S:26][S:26][C:21]2[CH:22]=[C:23]([Cl:25])[CH:24]=[C:19]([Cl:18])[CH:20]=2)[CH:22]=[C:23]([Cl:25])[CH:24]=1. (6) Given the product [F:36][C:37]1[CH:45]=[CH:44][CH:43]=[C:42]([N:46]2[N:50]=[CH:49][CH:48]=[N:47]2)[C:38]=1[C:39]([N:17]1[CH2:16][CH2:15][C@@H:14]2[C@@H:19]([N:12]([C:4]3[CH:3]=[C:2]([CH3:1])[N:7]=[C:6]([C:8]([F:10])([F:9])[F:11])[N:5]=3)[CH2:13]2)[CH2:18]1)=[O:40], predict the reactants needed to synthesize it. The reactants are: [CH3:1][C:2]1[N:7]=[C:6]([C:8]([F:11])([F:10])[F:9])[N:5]=[C:4]([N:12]2[C@@H:19]3[C@@H:14]([CH2:15][CH2:16][NH:17][CH2:18]3)[CH2:13]2)[CH:3]=1.CC1C=C(C)N=C(N2[C@@H]3[C@@H](CCNC3)C2)N=1.[F:36][C:37]1[CH:45]=[CH:44][CH:43]=[C:42]([N:46]2[N:50]=[CH:49][CH:48]=[N:47]2)[C:38]=1[C:39](O)=[O:40].S1C=CC=C1C1C=CC=CC=1C(O)=O.